From a dataset of Catalyst prediction with 721,799 reactions and 888 catalyst types from USPTO. Predict which catalyst facilitates the given reaction. (1) Reactant: Br[CH2:2][CH2:3][CH2:4][Cl:5].[NH:6]1[CH2:10][CH2:9][CH2:8][CH2:7]1. Product: [Cl:5][CH2:4][CH2:3][CH2:2][N:6]1[CH2:10][CH2:9][CH2:8][CH2:7]1. The catalyst class is: 28. (2) Reactant: [CH3:1][C:2]1[N:12]=[C:11]2[N:6]([CH2:7][CH2:8][CH2:9][CH:10]2[OH:13])[C:4](=[O:5])[C:3]=1[CH2:14][CH2:15][N:16]1[CH2:21][CH2:20][CH:19]([C:22]2[C:23]3[CH:24]=[CH:25][C:26]([F:31])=[CH:27][C:28]=3[O:29][N:30]=2)[CH2:18][CH2:17]1.[C:32]([OH:40])(=[O:39])[CH:33]([CH2:35][C:36]([OH:38])=[O:37])[OH:34]. Product: [CH3:1][C:2]1[N:12]=[C:11]2[N:6]([CH2:7][CH2:8][CH2:9][CH:10]2[OH:13])[C:4](=[O:5])[C:3]=1[CH2:14][CH2:15][N:16]1[CH2:21][CH2:20][CH:19]([C:22]2[C:23]3[CH:24]=[CH:25][C:26]([F:31])=[CH:27][C:28]=3[O:29][N:30]=2)[CH2:18][CH2:17]1.[C:32]([O-:40])(=[O:39])[CH:33]([CH2:35][C:36]([O-:38])=[O:37])[OH:34]. The catalyst class is: 8. (3) Product: [C:1]([O:5][C:6](=[O:7])[NH:8][CH3:9])([CH3:4])([CH3:3])[CH3:2]. The catalyst class is: 215. Reactant: [C:1]([O:5][C:6]([N:8](C)[C@@H:9](CC)C(O)=O)=[O:7])([CH3:4])([CH3:3])[CH3:2].C(N(C(C)C)CC)(C)C.C(NC([C@H]1N2C(=O)[C@@H](N)CCC(=O)N2CCC1)=O)CC1C=CC=CC=1.C1C=CC2N(O)N=NC=2C=1.CN(C(ON1N=NC2C=CC=CC1=2)=[N+](C)C)C.F[P-](F)(F)(F)(F)F. (4) Reactant: N[C@H:2]([C:7]([OH:9])=[O:8])[CH2:3][CH:4](C)C.N[C@H](C(O)=O)CC1C2C(=CC=CC=2)NC=1.N[C@H](C(O)=O)CC1N=CNC=1.N1C=CC(=O)NC1=O.[O:44]=[CH:45][C@@H:46]([C@H:48]([C@@H:50]([C@@H:52]([CH2:54][OH:55])[OH:53])[OH:51])[OH:49])[OH:47].[OH-].[Na+].OP(O)(O)=O. Product: [CH:7]([OH:9])([OH:8])[CH2:2][CH2:3][CH3:4].[O:44]=[CH:45][C@@H:46]([C@H:48]([C@@H:50]([C@@H:52]([CH2:54][OH:55])[OH:53])[OH:51])[OH:49])[OH:47]. The catalyst class is: 8. (5) Reactant: [NH2:1][C:2]1[CH:3]=[CH:4][CH:5]=[C:6]2[C:11]=1[N:10]=[CH:9][CH:8]=[CH:7]2.[C:12]([N:19]1[CH:23]=[CH:22]N=[CH:20]1)(N1C=CN=C1)=[O:13].Cl.[F:25][C:26]1[CH:45]=[CH:44][C:29]([CH2:30][O:31][CH2:32][C:33]([NH:35][CH2:36][CH2:37][CH:38]2CCNC[CH2:39]2)=[O:34])=[CH:28][CH:27]=1.C(N(CC)CC)C. Product: [F:25][C:26]1[CH:27]=[CH:28][C:29]([CH2:30][O:31][CH2:32][C:33]([NH:35][CH2:36][CH2:37][CH:38]2[CH2:39][CH2:20][N:19]([C:12]([NH:1][C:2]3[CH:3]=[CH:4][CH:5]=[C:6]4[C:11]=3[N:10]=[CH:9][CH:8]=[CH:7]4)=[O:13])[CH2:23][CH2:22]2)=[O:34])=[CH:44][CH:45]=1. The catalyst class is: 76. (6) Reactant: [N:1]([CH2:4][CH2:5][CH2:6][C:7]1[CH:12]=[CH:11][CH:10]=[CH:9][CH:8]=1)=[C:2]=[O:3].[NH2:13][CH2:14][CH2:15][CH2:16][CH2:17][C:18]([CH3:27])([C:21]1[CH:26]=[CH:25][CH:24]=[CH:23][CH:22]=1)[CH2:19][OH:20]. Product: [OH:20][CH2:19][C:18]([CH3:27])([C:21]1[CH:22]=[CH:23][CH:24]=[CH:25][CH:26]=1)[CH2:17][CH2:16][CH2:15][CH2:14][NH:13][C:2]([NH:1][CH2:4][CH2:5][CH2:6][C:7]1[CH:12]=[CH:11][CH:10]=[CH:9][CH:8]=1)=[O:3]. The catalyst class is: 2.